From a dataset of Forward reaction prediction with 1.9M reactions from USPTO patents (1976-2016). Predict the product of the given reaction. (1) Given the reactants F[C:2]1[CH:11]=[CH:10][C:5]([C:6]([O:8][CH3:9])=[O:7])=[CH:4][C:3]=1[N+:12]([O-:14])=[O:13].[SH:15][C:16]1[CH:25]=[CH:24][CH:23]=[CH:22][C:17]=1[C:18]([O:20][CH3:21])=[O:19].C([O-])([O-])=O.[Cs+].[Cs+], predict the reaction product. The product is: [CH3:21][O:20][C:18]([C:17]1[CH:22]=[CH:23][CH:24]=[CH:25][C:16]=1[S:15][C:2]1[CH:11]=[CH:10][C:5]([C:6]([O:8][CH3:9])=[O:7])=[CH:4][C:3]=1[N+:12]([O-:14])=[O:13])=[O:19]. (2) Given the reactants [CH3:1][O:2][C:3]1[CH:12]=[CH:11][C:10]2[C:5](=[CH:6][CH:7]=[CH:8][CH:9]=2)[CH:4]=1.C([Li])CCC.[Br:18]CCBr.[OH-].[Na+], predict the reaction product. The product is: [Br:18][C:12]1[C:3]([O:2][CH3:1])=[CH:4][C:5]2[C:10](=[CH:9][CH:8]=[CH:7][CH:6]=2)[CH:11]=1. (3) The product is: [NH2:1][C:2]1[N:6]([C:7]2[CH:12]=[CH:11][CH:10]=[C:9]([O:13][CH2:27][CH2:26][O:25][CH:20]3[CH2:21][CH2:22][CH2:23][CH2:24][O:19]3)[CH:8]=2)[N:5]=[C:4]([C:14]([CH3:18])([CH3:17])[C:15]#[N:16])[CH:3]=1. Given the reactants [NH2:1][C:2]1[N:6]([C:7]2[CH:12]=[CH:11][CH:10]=[C:9]([OH:13])[CH:8]=2)[N:5]=[C:4]([C:14]([CH3:18])([CH3:17])[C:15]#[N:16])[CH:3]=1.[O:19]1[CH2:24][CH2:23][CH2:22][CH2:21][CH:20]1[O:25][CH2:26][CH2:27]O.C1(P(C2C=CC=CC=2)C2C=CC=CC=2)C=CC=CC=1.N(C(OC(C)C)=O)=NC(OC(C)C)=O, predict the reaction product.